This data is from Full USPTO retrosynthesis dataset with 1.9M reactions from patents (1976-2016). The task is: Predict the reactants needed to synthesize the given product. (1) The reactants are: [Br:1][C:2]1[CH:3]=[C:4]([CH2:10][C:11]([OH:13])=[O:12])[CH:5]=[CH:6][C:7]=1[O:8][CH3:9].S(Cl)(Cl)=O.C([O-])(O)=O.[Na+].[CH2:23](O)[CH3:24]. Given the product [CH2:23]([O:12][C:11](=[O:13])[CH2:10][C:4]1[CH:5]=[CH:6][C:7]([O:8][CH3:9])=[C:2]([Br:1])[CH:3]=1)[CH3:24], predict the reactants needed to synthesize it. (2) Given the product [Cl:27][C:20]1[C:19]2[C:24](=[CH:25][C:16]([CH2:14][OH:13])=[CH:17][CH:18]=2)[N:23]=[C:22]([CH3:26])[CH:21]=1, predict the reactants needed to synthesize it. The reactants are: [H-].C([Al+]CC(C)C)C(C)C.C([O:13][C:14]([C:16]1[CH:25]=[C:24]2[C:19]([C:20]([Cl:27])=[CH:21][C:22]([CH3:26])=[N:23]2)=[CH:18][CH:17]=1)=O)C. (3) Given the product [OH:11][CH2:10][C@@H:8]1[C@@H:6]([OH:7])[C@@H:4]([OH:5])[CH:3]([CH2:2][N:12]([C:13]2[CH:18]=[CH:17][C:16]([O:19][CH3:20])=[CH:15][CH:14]=2)[CH3:21])[O:9]1, predict the reactants needed to synthesize it. The reactants are: O=[C:2]([N:12]([CH3:21])[C:13]1[CH:18]=[CH:17][C:16]([O:19][CH3:20])=[CH:15][CH:14]=1)[C@@H:3]1[O:9][C@H:8]([CH2:10][OH:11])[C@@H:6]([OH:7])[C@H:4]1[OH:5].[H-].[Al+3].[Li+].[H-].[H-].[H-].